From a dataset of Reaction yield outcomes from USPTO patents with 853,638 reactions. Predict the reaction yield, written as a fraction of the theoretical maximum amount of product (1.0 means a 100% yield; for example, 0.34 means a 34% yield). The reactants are [Cl:1][C:2]1[CH:3]=[CH:4][C:5]([CH2:15][CH3:16])=[C:6]([N:8]2[CH:12]=[CH:11][CH:10]=[C:9]2[C:13]#[N:14])[CH:7]=1.C1C(=O)N([Br:24])C(=O)C1. The catalyst is C1COCC1. The product is [Br:24][C:11]1[CH:10]=[C:9]([C:13]#[N:14])[N:8]([C:6]2[CH:7]=[C:2]([Cl:1])[CH:3]=[CH:4][C:5]=2[CH2:15][CH3:16])[CH:12]=1. The yield is 0.770.